This data is from Catalyst prediction with 721,799 reactions and 888 catalyst types from USPTO. The task is: Predict which catalyst facilitates the given reaction. Reactant: C[Si](C)(C)[C:3]#[C:4][C:5]1[N:13]=[C:12]2[C:8]([N:9]=[CH:10][N:11]2[CH2:14][C:15]2[CH:20]=[CH:19][C:18]([O:21][CH3:22])=[CH:17][CH:16]=2)=[C:7]([C:23]2[O:24][CH:25]=[CH:26][CH:27]=2)[N:6]=1.C([O-])([O-])=O.[K+].[K+]. Product: [C:4]([C:5]1[N:13]=[C:12]2[C:8]([N:9]=[CH:10][N:11]2[CH2:14][C:15]2[CH:16]=[CH:17][C:18]([O:21][CH3:22])=[CH:19][CH:20]=2)=[C:7]([C:23]2[O:24][CH:25]=[CH:26][CH:27]=2)[N:6]=1)#[CH:3]. The catalyst class is: 61.